Dataset: Forward reaction prediction with 1.9M reactions from USPTO patents (1976-2016). Task: Predict the product of the given reaction. (1) Given the reactants Cl[C:2]1[C:11]2[C:6](=[C:7]([Cl:12])[CH:8]=[CH:9][CH:10]=2)[N:5]=[C:4]([CH3:13])[C:3]=1[CH3:14].[Br:15][C:16]1[CH:17]=[CH:18][C:19]([N:23]2[CH2:28][CH2:27][O:26][CH2:25][CH2:24]2)=[C:20]([NH2:22])[CH:21]=1.Cl.O1CCOCC1, predict the reaction product. The product is: [Br:15][C:16]1[CH:17]=[CH:18][C:19]([N:23]2[CH2:24][CH2:25][O:26][CH2:27][CH2:28]2)=[C:20]([NH:22][C:2]2[C:11]3[C:6](=[C:7]([Cl:12])[CH:8]=[CH:9][CH:10]=3)[N:5]=[C:4]([CH3:13])[C:3]=2[CH3:14])[CH:21]=1. (2) The product is: [CH:8]([C@H:10]1[CH2:14][CH2:13][CH2:12][C@@H:11]1[NH:15][C:17](=[O:18])[O:19][CH2:20][C:21]1[CH:26]=[CH:25][CH:24]=[CH:23][CH:22]=1)=[CH2:9]. Given the reactants FC(F)(F)C(O)=O.[CH:8]([C@H:10]1[CH2:14][CH2:13][CH2:12][C@@H:11]1[NH2:15])=[CH2:9].Cl[C:17]([O:19][CH2:20][C:21]1[CH:26]=[CH:25][CH:24]=[CH:23][CH:22]=1)=[O:18], predict the reaction product. (3) Given the reactants [F:1][C:2]1[CH:7]=[CH:6][C:5]([F:8])=[CH:4][C:3]=1[CH:9]1[CH2:13][CH2:12][CH2:11][N:10]1[C:14]1[CH:15]=[CH:16][C:17]2[N:18]([C:20]([C:23]([OH:25])=O)=[CH:21][N:22]=2)[CH:19]=1.CN(C(ON1N=NC2C=CC=NC1=2)=[N+](C)C)C.F[P-](F)(F)(F)(F)F.CCN(C(C)C)C(C)C.[F:59][C:60]1[CH:66]=[CH:65][C:63]([NH2:64])=[CH:62][CH:61]=1, predict the reaction product. The product is: [F:1][C:2]1[CH:7]=[CH:6][C:5]([F:8])=[CH:4][C:3]=1[CH:9]1[CH2:13][CH2:12][CH2:11][N:10]1[C:14]1[CH:15]=[CH:16][C:17]2[N:18]([C:20]([C:23]([NH:64][C:63]3[CH:65]=[CH:66][C:60]([F:59])=[CH:61][CH:62]=3)=[O:25])=[CH:21][N:22]=2)[CH:19]=1. (4) Given the reactants Cl[C:2]1[C:11]([C:12]([OH:14])=[O:13])=[CH:10][C:9]2[C:4](=[CH:5][CH:6]=[C:7]([Cl:15])[CH:8]=2)[N:3]=1.[NH2:16][C@H:17]([C:20]([OH:22])=[O:21])[CH2:18][OH:19], predict the reaction product. The product is: [C:20]([C@@H:17]([NH:16][C:2]1[C:11]([C:12]([OH:14])=[O:13])=[CH:10][C:9]2[C:4](=[CH:5][CH:6]=[C:7]([Cl:15])[CH:8]=2)[N:3]=1)[CH2:18][OH:19])([OH:22])=[O:21]. (5) Given the reactants CC1(C)C2C=CC=C(P(C3C=CC=CC=3)C3C=CC=CC=3)C=2OC2C1=CC=CC=2P(C1C=CC=CC=1)C1C=CC=CC=1.Cl[C:44]1[C:45]2[C@H:52]([CH3:53])[CH2:51][CH2:50][C:46]=2[N:47]=[CH:48][N:49]=1.[Cl:54][C:55]1[CH:56]=[C:57]2[C:63]3([CH2:68][CH2:67][N:66]([C:69]([O:71][C:72]([CH3:75])([CH3:74])[CH3:73])=[O:70])[CH2:65][CH2:64]3)[CH2:62][NH:61][C:58]2=[CH:59][CH:60]=1.C([O-])([O-])=O.[Cs+].[Cs+], predict the reaction product. The product is: [Cl:54][C:55]1[CH:56]=[C:57]2[C:63]3([CH2:64][CH2:65][N:66]([C:69]([O:71][C:72]([CH3:75])([CH3:74])[CH3:73])=[O:70])[CH2:67][CH2:68]3)[CH2:62][N:61]([C:44]3[C:45]4[C@H:52]([CH3:53])[CH2:51][CH2:50][C:46]=4[N:47]=[CH:48][N:49]=3)[C:58]2=[CH:59][CH:60]=1.